Dataset: Reaction yield outcomes from USPTO patents with 853,638 reactions. Task: Predict the reaction yield, written as a fraction of the theoretical maximum amount of product (1.0 means a 100% yield; for example, 0.34 means a 34% yield). (1) The catalyst is [Zn]. The reactants are [F:1][C:2]1[CH:23]=[C:22]([N+:24]([O-])=O)[CH:21]=[CH:20][C:3]=1[O:4][C:5]1[CH:10]=[CH:9][N:8]=[C:7]([NH2:11])[C:6]=1[C:12]#[C:13][C:14]1[CH:19]=[CH:18][CH:17]=[CH:16][N:15]=1.[NH4+].[Cl-]. The yield is 0.780. The product is [NH2:24][C:22]1[CH:21]=[CH:20][C:3]([O:4][C:5]2[CH:10]=[CH:9][N:8]=[C:7]([NH2:11])[C:6]=2[C:12]#[C:13][C:14]2[CH:19]=[CH:18][CH:17]=[CH:16][N:15]=2)=[C:2]([F:1])[CH:23]=1. (2) The reactants are [C:1]([O:9]CC)(=O)[CH2:2][C:3]([O:5][CH2:6][CH3:7])=[O:4].[H-].[Na+].[H][H].[CH2:16]([N:23]1[C:28]2[CH:29]=[CH:30][C:31]([F:33])=[CH:32][C:27]=2[C:26](=O)[O:25]C1=O)[C:17]1[CH:22]=[CH:21][CH:20]=[CH:19][CH:18]=1.Cl. The catalyst is CC(N(C)C)=O. The product is [CH2:6]([O:5][C:3]([C:2]1[C:1](=[O:9])[N:23]([CH2:16][C:17]2[CH:18]=[CH:19][CH:20]=[CH:21][CH:22]=2)[C:28]2[C:27]([C:26]=1[OH:25])=[CH:32][C:31]([F:33])=[CH:30][CH:29]=2)=[O:4])[CH3:7]. The yield is 0.640.